From a dataset of Full USPTO retrosynthesis dataset with 1.9M reactions from patents (1976-2016). Predict the reactants needed to synthesize the given product. (1) Given the product [CH3:13][C:11]1[N:12]=[C:7]([O:6][C:5]2[CH:4]=[CH:3][C:2]([O:1][C:35](=[O:37])[CH3:36])=[CH:34][CH:33]=2)[CH:8]=[CH:9][C:10]=1[CH2:14][N:15]1[CH2:16][CH2:17][CH:18]([N:21]2[C@H:25]([C:26]3[CH:27]=[CH:28][CH:29]=[CH:30][CH:31]=3)[CH2:24][O:23][C:22]2=[O:32])[CH2:19][CH2:20]1, predict the reactants needed to synthesize it. The reactants are: [OH:1][C:2]1[CH:34]=[CH:33][C:5]([O:6][C:7]2[N:12]=[C:11]([CH3:13])[C:10]([CH2:14][N:15]3[CH2:20][CH2:19][CH:18]([N:21]4[C@H:25]([C:26]5[CH:31]=[CH:30][CH:29]=[CH:28][CH:27]=5)[CH2:24][O:23][C:22]4=[O:32])[CH2:17][CH2:16]3)=[CH:9][CH:8]=2)=[CH:4][CH:3]=1.[C:35](Cl)(=[O:37])[CH3:36]. (2) Given the product [ClH:37].[NH:20]1[C:21]2[CH:35]=[CH:34][CH:33]=[CH:32][C:22]=2[N:23]=[C:19]1[O:18][C:15]1[CH:14]=[CH:13][C:12]([N:5]2[C:6]3=[N:7][CH:8]=[CH:9][CH:10]=[C:11]3[N:3]([CH2:1][CH3:2])[C:4]2=[O:36])=[CH:17][CH:16]=1, predict the reactants needed to synthesize it. The reactants are: [CH2:1]([N:3]1[C:11]2[C:6](=[N:7][CH:8]=[CH:9][CH:10]=2)[N:5]([C:12]2[CH:17]=[CH:16][C:15]([O:18][C:19]3[N:23](COCC[Si](C)(C)C)[C:22]4[CH:32]=[CH:33][CH:34]=[CH:35][C:21]=4[N:20]=3)=[CH:14][CH:13]=2)[C:4]1=[O:36])[CH3:2].[ClH:37]. (3) Given the product [F:40][C:41]([F:46])([F:45])[C:42]([OH:44])=[O:43].[NH2:8][CH:11]1[CH2:15][CH2:67][CH:66]([NH:65][C:63]2[N:62]=[C:61]3[C:57]([N:58]=[CH:59][N:60]3[C@@H:74]3[CH2:78][C@H:77]([N:79]4[N:80]=[C:81]([CH2:82][CH3:84])[CH:97]=[N:100]4)[C@@H:76]([OH:86])[C@H:75]3[OH:87])=[C:56]([NH:55][CH2:54][CH:53]([C:47]3[CH:48]=[CH:49][CH:50]=[CH:51][CH:52]=3)[C:88]3[CH:93]=[CH:92][CH:91]=[CH:90][CH:89]=3)[N:64]=2)[CH2:13][CH2:12]1, predict the reactants needed to synthesize it. The reactants are: ClC1N=C2C(N=C[N:8]2[CH:11]2[CH2:15]C(N3C=C(CC)N=N3)[CH:13](O)[CH:12]2O)=C(NCC(C2C=CC=CC=2)C2C=CC=CC=2)N=1.[F:40][C:41]([F:46])([F:45])[C:42]([OH:44])=[O:43].[C:47]1([CH:53]([C:88]2[CH:93]=[CH:92][CH:91]=[CH:90][CH:89]=2)[CH2:54][NH:55][C:56]2[N:64]=[C:63]([NH:65][CH2:66][CH2:67]N3CCCCC3)[N:62]=[C:61]3[C:57]=2[N:58]=[CH:59][N:60]3[C@@H:74]2[CH2:78][C@H:77]([N:79]3C=[C:82]([CH2:84]O)[CH:81]=[N:80]3)[C@@H:76]([OH:86])[C@H:75]2[OH:87])[CH:52]=[CH:51][CH:50]=[CH:49][CH:48]=1.C1(N)CC[CH:97]([NH2:100])CC1. (4) Given the product [C:1]([O:5][C:6](=[O:21])[CH2:7][O:8][C:9]1[C:14]2[CH2:15][CH2:16][CH2:17][CH2:18][CH:19]([NH:20][S:38]([C:35]3[CH:34]=[CH:33][C:32]([Br:31])=[CH:37][N:36]=3)(=[O:40])=[O:39])[C:13]=2[CH:12]=[CH:11][CH:10]=1)([CH3:4])([CH3:2])[CH3:3], predict the reactants needed to synthesize it. The reactants are: [C:1]([O:5][C:6](=[O:21])[CH2:7][O:8][C:9]1[C:14]2[CH2:15][CH2:16][CH2:17][CH2:18][CH:19]([NH2:20])[C:13]=2[CH:12]=[CH:11][CH:10]=1)([CH3:4])([CH3:3])[CH3:2].C(N(C(C)C)CC)(C)C.[Br:31][C:32]1[CH:33]=[CH:34][C:35]([S:38](Cl)(=[O:40])=[O:39])=[N:36][CH:37]=1. (5) Given the product [C:39]([N:26]1[CH2:27][CH2:28][CH:23]([NH:22][C:18]2[CH:17]=[C:16]([CH:21]=[CH:20][N:19]=2)[C:15]([NH:14][CH2:13][C@H:12]([OH:30])[CH2:11][N:2]2[CH2:3][CH2:4][C:5]3[C:10](=[CH:9][CH:8]=[CH:7][CH:6]=3)[CH2:1]2)=[O:29])[CH2:24][CH2:25]1)(=[O:40])[CH3:38], predict the reactants needed to synthesize it. The reactants are: [CH2:1]1[C:10]2[C:5](=[CH:6][CH:7]=[CH:8][CH:9]=2)[CH2:4][CH2:3][N:2]1[CH2:11][C@@H:12]([OH:30])[CH2:13][NH:14][C:15](=[O:29])[C:16]1[CH:21]=[CH:20][N:19]=[C:18]([NH:22][CH:23]2[CH2:28][CH2:27][NH:26][CH2:25][CH2:24]2)[CH:17]=1.CCN(CC)CC.[CH3:38][C:39](OC(C)=O)=[O:40]. (6) The reactants are: C([O:3][C:4]([C:6]([CH:17]1[C:24]2[N:23]([CH2:25][C:26]3[CH:31]=[CH:30][C:29]([Cl:32])=[CH:28][CH:27]=3)[C:22]([C:33]([CH3:36])([CH3:35])[CH3:34])=[N:21][C:20]=2[CH2:19][CH2:18]1)(C(OCC)=O)C(OCC)=O)=[O:5])C.[OH-].[Na+]. Given the product [NH3:21].[Cl:32][C:29]1[CH:28]=[CH:27][C:26]([CH2:25][N:23]2[C:24]3[CH:17]([CH2:6][C:4]([OH:5])=[O:3])[CH2:18][CH2:19][C:20]=3[N:21]=[C:22]2[C:33]([CH3:36])([CH3:35])[CH3:34])=[CH:31][CH:30]=1, predict the reactants needed to synthesize it.